This data is from Forward reaction prediction with 1.9M reactions from USPTO patents (1976-2016). The task is: Predict the product of the given reaction. (1) Given the reactants [Cl:1][C:2]1[CH:9]=[C:8]([O:10][CH3:11])[C:7]([O:12]C)=[CH:6][C:3]=1[CH:4]=[O:5].[OH-].[Na+].CCCCCC.CCOC(C)=O, predict the reaction product. The product is: [Cl:1][C:2]1[CH:9]=[C:8]([O:10][CH3:11])[C:7]([OH:12])=[CH:6][C:3]=1[CH:4]=[O:5]. (2) Given the reactants [Br:1][C:2]1[CH:3]=[C:4]([C:8]2[CH:23]=[C:11]3[N:12]=[C:13]([CH3:22])[C:14]([CH2:17][C:18]([O:20][CH3:21])=[O:19])=[C:15](Cl)[N:10]3[N:9]=2)[CH:5]=[CH:6][CH:7]=1.[Na+].[I-:25], predict the reaction product. The product is: [Br:1][C:2]1[CH:3]=[C:4]([C:8]2[CH:23]=[C:11]3[N:12]=[C:13]([CH3:22])[C:14]([CH2:17][C:18]([O:20][CH3:21])=[O:19])=[C:15]([I:25])[N:10]3[N:9]=2)[CH:5]=[CH:6][CH:7]=1.